This data is from Forward reaction prediction with 1.9M reactions from USPTO patents (1976-2016). The task is: Predict the product of the given reaction. (1) Given the reactants [F:1][C:2]1[CH:7]=[CH:6][C:5]([C:8]2[C:9]([CH2:29][CH2:30][CH2:31][CH2:32][C:33]([O:35][C:36]([CH3:39])([CH3:38])[CH3:37])=[O:34])=[N:10][C:11]3[C:16]([N:17]=2)=[CH:15][CH:14]=[C:13]([C:18](=[O:28])[NH:19][C@@H:20]([C:22]2[CH:27]=[CH:26][CH:25]=[CH:24][CH:23]=2)[CH3:21])[CH:12]=3)=[CH:4][CH:3]=1.[C:40](OC(=O)CCCCC1C(C2C=CC(F)=CC=2)=NC2C(N=1)=CC(C(O)=O)=CC=2)(C)(C)C.C1([C@H](N)C)C=CC=CC=1.[H-].[Na+].CI, predict the reaction product. The product is: [F:1][C:2]1[CH:7]=[CH:6][C:5]([C:8]2[C:9]([CH2:29][CH2:30][CH2:31][CH2:32][C:33]([O:35][C:36]([CH3:38])([CH3:37])[CH3:39])=[O:34])=[N:10][C:11]3[C:16]([N:17]=2)=[CH:15][CH:14]=[C:13]([C:18](=[O:28])[N:19]([CH3:40])[C@@H:20]([C:22]2[CH:27]=[CH:26][CH:25]=[CH:24][CH:23]=2)[CH3:21])[CH:12]=3)=[CH:4][CH:3]=1. (2) Given the reactants Cl.[NH2:2][C:3]1[CH:8]=[CH:7][C:6]([O:9][CH3:10])=[CH:5][C:4]=1[OH:11].Cl[C:13]1[C:18]([N+:19]([O-:21])=[O:20])=[CH:17][CH:16]=[CH:15][C:14]=1[N+:22]([O-:24])=[O:23].C([O-])(=O)C.[Na+], predict the reaction product. The product is: [N+:19]([C:18]1[CH:17]=[CH:16][CH:15]=[C:14]([N+:22]([O-:24])=[O:23])[C:13]=1[NH:2][C:3]1[CH:8]=[CH:7][C:6]([O:9][CH3:10])=[CH:5][C:4]=1[OH:11])([O-:21])=[O:20]. (3) Given the reactants [NH2:1][C:2]1[S:6][C:5]2[CH2:7][CH2:8][CH2:9][CH2:10][C:4]=2[C:3]=1[C:11]([O:13][CH2:14][CH3:15])=[O:12].[C:16](O)(=[O:18])[CH3:17].C(OC(=O)C)(=O)C, predict the reaction product. The product is: [C:16]([NH:1][C:2]1[S:6][C:5]2[CH2:7][CH2:8][CH2:9][CH2:10][C:4]=2[C:3]=1[C:11]([O:13][CH2:14][CH3:15])=[O:12])(=[O:18])[CH3:17]. (4) Given the reactants [C:1]([C:5]1[N:10]=[CH:9][C:8]([C:11]2[N:12]([C:32]([N:34]3[CH2:39][CH2:38][CH:37]([CH2:40][C:41]([OH:43])=O)[CH2:36][CH2:35]3)=[O:33])[C@@:13]([C:25]3[CH:30]=[CH:29][C:28]([Cl:31])=[CH:27][CH:26]=3)([CH3:24])[C@@:14]([C:17]3[CH:22]=[CH:21][C:20]([Cl:23])=[CH:19][CH:18]=3)([CH3:16])[N:15]=2)=[C:7]([O:44][CH2:45][CH3:46])[CH:6]=1)([CH3:4])([CH3:3])[CH3:2].[CH:47]1([NH2:53])[CH2:52][CH2:51][CH2:50][CH2:49][CH2:48]1, predict the reaction product. The product is: [C:1]([C:5]1[N:10]=[CH:9][C:8]([C:11]2[N:12]([C:32]([N:34]3[CH2:39][CH2:38][CH:37]([CH2:40][C:41]([NH:53][CH:47]4[CH2:52][CH2:51][CH2:50][CH2:49][CH2:48]4)=[O:43])[CH2:36][CH2:35]3)=[O:33])[C@@:13]([C:25]3[CH:30]=[CH:29][C:28]([Cl:31])=[CH:27][CH:26]=3)([CH3:24])[C@@:14]([C:17]3[CH:22]=[CH:21][C:20]([Cl:23])=[CH:19][CH:18]=3)([CH3:16])[N:15]=2)=[C:7]([O:44][CH2:45][CH3:46])[CH:6]=1)([CH3:2])([CH3:3])[CH3:4]. (5) Given the reactants [Cl:1][C:2]1[CH:3]=[C:4]2[C:9](=[CH:10][CH:11]=1)[C:8](=[O:12])[N:7]([CH2:13][C:14]1[CH:19]=[CH:18][C:17]([S:20]([CH3:23])(=[O:22])=[O:21])=[CH:16][CH:15]=1)[C:6]([CH:24]([OH:29])[CH2:25][CH2:26][CH2:27][CH3:28])=[C:5]2[C:30]1[CH:35]=[CH:34][CH:33]=[CH:32][CH:31]=1.CO.C(OC(C)C)(C)C, predict the reaction product. The product is: [Cl:1][C:2]1[CH:3]=[C:4]2[C:9](=[CH:10][CH:11]=1)[C:8](=[O:12])[N:7]([CH2:13][C:14]1[CH:15]=[CH:16][C:17]([S:20]([CH3:23])(=[O:21])=[O:22])=[CH:18][CH:19]=1)[C:6]([C:24](=[O:29])[CH2:25][CH2:26][CH2:27][CH3:28])=[C:5]2[C:30]1[CH:31]=[CH:32][CH:33]=[CH:34][CH:35]=1. (6) Given the reactants [NH2:1][C@H:2]1[CH2:7][CH2:6][C@H:5]([OH:8])[CH2:4][CH2:3]1.C(N(CC)CC)C.[C:16](Cl)([C:29]1[CH:34]=[CH:33][CH:32]=[CH:31][CH:30]=1)([C:23]1[CH:28]=[CH:27][CH:26]=[CH:25][CH:24]=1)[C:17]1[CH:22]=[CH:21][CH:20]=[CH:19][CH:18]=1.C([O-])(O)=O.[Na+], predict the reaction product. The product is: [C:16]([NH:1][C@H:2]1[CH2:7][CH2:6][C@H:5]([OH:8])[CH2:4][CH2:3]1)([C:17]1[CH:22]=[CH:21][CH:20]=[CH:19][CH:18]=1)([C:29]1[CH:30]=[CH:31][CH:32]=[CH:33][CH:34]=1)[C:23]1[CH:24]=[CH:25][CH:26]=[CH:27][CH:28]=1.